From a dataset of Forward reaction prediction with 1.9M reactions from USPTO patents (1976-2016). Predict the product of the given reaction. Given the reactants [CH3:1][C:2]1[C:7]([O:8][C:9]2[CH:14]=[CH:13][N:12]=[C:11]([NH:15]C(=O)OC(C)(C)C)[CH:10]=2)=[CH:6][CH:5]=[C:4]([NH:23][C:24]([NH:26][C:27](=[O:32])[C:28]([CH3:31])([CH3:30])[CH3:29])=[O:25])[N:3]=1, predict the reaction product. The product is: [NH2:15][C:11]1[CH:10]=[C:9]([O:8][C:7]2[CH:6]=[CH:5][C:4]([NH:23][C:24]([NH:26][C:27](=[O:32])[C:28]([CH3:30])([CH3:29])[CH3:31])=[O:25])=[N:3][C:2]=2[CH3:1])[CH:14]=[CH:13][N:12]=1.